This data is from Peptide-MHC class I binding affinity with 185,985 pairs from IEDB/IMGT. The task is: Regression. Given a peptide amino acid sequence and an MHC pseudo amino acid sequence, predict their binding affinity value. This is MHC class I binding data. (1) The peptide sequence is VFYYFPLL. The MHC is H-2-Kb with pseudo-sequence H-2-Kb. The binding affinity (normalized) is 1.00. (2) The peptide sequence is RYPLTFGW. The MHC is HLA-A02:03 with pseudo-sequence HLA-A02:03. The binding affinity (normalized) is 0. (3) The peptide sequence is YMKPGSSPL. The MHC is HLA-B57:01 with pseudo-sequence HLA-B57:01. The binding affinity (normalized) is 0.0847. (4) The peptide sequence is SVAGSCNNY. The MHC is HLA-B15:01 with pseudo-sequence HLA-B15:01. The binding affinity (normalized) is 0.879. (5) The peptide sequence is MIIGEPIIV. The MHC is HLA-A02:01 with pseudo-sequence HLA-A02:01. The binding affinity (normalized) is 0.550. (6) The peptide sequence is LLMTSLQYA. The MHC is HLA-A02:01 with pseudo-sequence HLA-A02:01. The binding affinity (normalized) is 0.916. (7) The peptide sequence is VLNNQNFFW. The MHC is Mamu-B17 with pseudo-sequence Mamu-B17. The binding affinity (normalized) is 0.338.